This data is from Peptide-MHC class I binding affinity with 185,985 pairs from IEDB/IMGT. The task is: Regression. Given a peptide amino acid sequence and an MHC pseudo amino acid sequence, predict their binding affinity value. This is MHC class I binding data. (1) The peptide sequence is NGNFNFERV. The MHC is HLA-A23:01 with pseudo-sequence HLA-A23:01. The binding affinity (normalized) is 0.646. (2) The peptide sequence is AVYGNITHK. The MHC is HLA-A68:02 with pseudo-sequence HLA-A68:02. The binding affinity (normalized) is 0.0914. (3) The peptide sequence is VPRRKAKII. The MHC is HLA-A02:03 with pseudo-sequence HLA-A02:03. The binding affinity (normalized) is 0. (4) The peptide sequence is RKAVFISPY. The MHC is HLA-A01:01 with pseudo-sequence HLA-A01:01. The binding affinity (normalized) is 0.111. (5) The peptide sequence is GFPSLESSF. The MHC is HLA-B15:17 with pseudo-sequence HLA-B15:17. The binding affinity (normalized) is 0.0847. (6) The peptide sequence is LMIIPLINV. The MHC is HLA-B58:01 with pseudo-sequence HLA-B58:01. The binding affinity (normalized) is 0.233. (7) The peptide sequence is GTGPCAGDF. The MHC is HLA-A02:01 with pseudo-sequence HLA-A02:01. The binding affinity (normalized) is 0. (8) The peptide sequence is RIARFHRPY. The MHC is HLA-A29:02 with pseudo-sequence HLA-A29:02. The binding affinity (normalized) is 0.652. (9) The peptide sequence is DEQEFFYSQ. The MHC is HLA-A02:01 with pseudo-sequence HLA-A02:01. The binding affinity (normalized) is 0.0847.